From a dataset of Peptide-MHC class I binding affinity with 185,985 pairs from IEDB/IMGT. Regression. Given a peptide amino acid sequence and an MHC pseudo amino acid sequence, predict their binding affinity value. This is MHC class I binding data. (1) The peptide sequence is PESDAAARV. The MHC is Mamu-A11 with pseudo-sequence Mamu-A11. The binding affinity (normalized) is 0.126. (2) The peptide sequence is EQKGIQAWW. The MHC is HLA-B15:01 with pseudo-sequence HLA-B15:01. The binding affinity (normalized) is 0.440. (3) The MHC is Mamu-A01 with pseudo-sequence Mamu-A01. The peptide sequence is FTGITLFLL. The binding affinity (normalized) is 0.992. (4) The peptide sequence is RPKPDYSAM. The MHC is HLA-B39:01 with pseudo-sequence HLA-B39:01. The binding affinity (normalized) is 0.299.